From a dataset of Full USPTO retrosynthesis dataset with 1.9M reactions from patents (1976-2016). Predict the reactants needed to synthesize the given product. (1) Given the product [F:9][CH2:8][C:4]1[N:3]=[C:2]([C:13]#[C:12][CH2:11][CH2:10][N:14]2[N:18]=[C:17]3[CH:19]=[CH:20][C:21]([CH3:24])=[C:22]([CH3:23])[C:16]3=[N:15]2)[CH:7]=[CH:6][CH:5]=1, predict the reactants needed to synthesize it. The reactants are: Br[C:2]1[CH:7]=[CH:6][CH:5]=[C:4]([CH2:8][F:9])[N:3]=1.[CH2:10]([N:14]1[N:18]=[C:17]2[CH:19]=[CH:20][C:21]([CH3:24])=[C:22]([CH3:23])[C:16]2=[N:15]1)[CH2:11][C:12]#[CH:13]. (2) Given the product [C:31]([C:17]1[N:16]=[C:15]([C:3]2[CH:4]=[C:5]([CH:8]([C:10]3[S:11][CH:12]=[CH:13][N:14]=3)[OH:9])[CH:6]=[CH:7][C:2]=2[F:1])[C:24]2[C:19](=[CH:20][C:21]([N:25]3[CH2:26][CH2:27][O:28][CH2:29][CH2:30]3)=[CH:22][CH:23]=2)[N:18]=1)#[CH:32], predict the reactants needed to synthesize it. The reactants are: [F:1][C:2]1[CH:7]=[CH:6][C:5]([CH:8]([C:10]2[S:11][CH:12]=[CH:13][N:14]=2)[OH:9])=[CH:4][C:3]=1[C:15]1[C:24]2[C:19](=[CH:20][C:21]([N:25]3[CH2:30][CH2:29][O:28][CH2:27][CH2:26]3)=[CH:22][CH:23]=2)[N:18]=[C:17]([C:31]#[C:32][Si](CC)(CC)CC)[N:16]=1.[OH-].[K+].Cl.[Cl-].[Na+]. (3) Given the product [C:25]1([S:22]([C:17]2[C:16]([CH2:15][C:7]3[C:8]4[C:13](=[CH:12][CH:11]=[C:10]([F:14])[CH:9]=4)[N:5]([CH2:4][C:3]([OH:32])=[O:2])[C:6]=3[CH3:31])=[CH:21][CH:20]=[CH:19][N:18]=2)(=[O:24])=[O:23])[CH:30]=[CH:29][CH:28]=[CH:27][CH:26]=1, predict the reactants needed to synthesize it. The reactants are: C[O:2][C:3](=[O:32])[CH2:4][N:5]1[C:13]2[C:8](=[CH:9][C:10]([F:14])=[CH:11][CH:12]=2)[C:7]([CH2:15][C:16]2[C:17]([S:22]([C:25]3[CH:30]=[CH:29][CH:28]=[CH:27][CH:26]=3)(=[O:24])=[O:23])=[N:18][CH:19]=[CH:20][CH:21]=2)=[C:6]1[CH3:31].[OH-].[Li+].